This data is from Full USPTO retrosynthesis dataset with 1.9M reactions from patents (1976-2016). The task is: Predict the reactants needed to synthesize the given product. (1) The reactants are: [Cl:1][C:2]1[CH:28]=[CH:27][C:5]([CH2:6][NH:7][C:8]2[N:12]([CH3:13])[C:11]3[CH:14]=[CH:15][C:16]([N:18]([C:20]4[CH:25]=[CH:24][N:23]=[C:22](Cl)[N:21]=4)[CH3:19])=[CH:17][C:10]=3[N:9]=2)=[CH:4][CH:3]=1.[NH2:29][C:30]1[CH:31]=[C:32]([O:36][S:37]([CH3:40])(=[O:39])=[O:38])[CH:33]=[CH:34][CH:35]=1. Given the product [ClH:1].[Cl:1][C:2]1[CH:28]=[CH:27][C:5]([CH2:6][NH:7][C:8]2[N:12]([CH3:13])[C:11]3[CH:14]=[CH:15][C:16]([N:18]([CH3:19])[C:20]4[CH:25]=[CH:24][N:23]=[C:22]([NH:29][C:30]5[CH:31]=[C:32]([O:36][S:37]([CH3:40])(=[O:39])=[O:38])[CH:33]=[CH:34][CH:35]=5)[N:21]=4)=[CH:17][C:10]=3[N:9]=2)=[CH:4][CH:3]=1, predict the reactants needed to synthesize it. (2) The reactants are: Br[C:2]1[CH:11]=[CH:10][C:9]2[N:8]=[CH:7][C:6]3[N:12]([CH3:23])[C:13](=[O:22])[N:14]([C:15]4[C:16]([CH3:21])=[N:17][N:18]([CH3:20])[CH:19]=4)[C:5]=3[C:4]=2[CH:3]=1.[CH2:24]([O:26][C:27]1[CH:28]=[N:29][CH:30]=[C:31](B2OC(C)(C)C(C)(C)O2)[CH:32]=1)[CH3:25]. Given the product [CH3:20][N:18]1[CH:19]=[C:15]([N:14]2[C:5]3[C:4]4[CH:3]=[C:2]([C:31]5[CH:30]=[N:29][CH:28]=[C:27]([O:26][CH2:24][CH3:25])[CH:32]=5)[CH:11]=[CH:10][C:9]=4[N:8]=[CH:7][C:6]=3[N:12]([CH3:23])[C:13]2=[O:22])[C:16]([CH3:21])=[N:17]1, predict the reactants needed to synthesize it. (3) The reactants are: BrC1C(C=[N:11][S@:12]([C:14]([CH3:17])([CH3:16])[CH3:15])=[O:13])=NC(SC)=NC=1.[Cl:18][C:19]1[C:20]([CH:27]=O)=[N:21][CH:22]=[C:23]([S:25][CH3:26])[N:24]=1. Given the product [Cl:18][C:19]1[C:20](/[CH:27]=[N:11]\[S@:12]([C:14]([CH3:17])([CH3:16])[CH3:15])=[O:13])=[N:21][CH:22]=[C:23]([S:25][CH3:26])[N:24]=1, predict the reactants needed to synthesize it.